Dataset: Peptide-MHC class I binding affinity with 185,985 pairs from IEDB/IMGT. Task: Regression. Given a peptide amino acid sequence and an MHC pseudo amino acid sequence, predict their binding affinity value. This is MHC class I binding data. (1) The peptide sequence is LQYNTFLQY. The MHC is HLA-A26:01 with pseudo-sequence HLA-A26:01. The binding affinity (normalized) is 0.0847. (2) The peptide sequence is LFQPLHTVM. The MHC is HLA-A30:01 with pseudo-sequence HLA-A30:01. The binding affinity (normalized) is 0.213. (3) The peptide sequence is RGETYGRLL. The MHC is Mamu-B3901 with pseudo-sequence Mamu-B3901. The binding affinity (normalized) is 0.997. (4) The peptide sequence is YLKPPTAPH. The MHC is HLA-B15:01 with pseudo-sequence HLA-B15:01. The binding affinity (normalized) is 0.415.